Dataset: Full USPTO retrosynthesis dataset with 1.9M reactions from patents (1976-2016). Task: Predict the reactants needed to synthesize the given product. (1) Given the product [C:12]([C:10]1[CH:9]=[CH:8][C:7]([O:14][CH2:29][C@@H:30]2[CH2:32][O:31]2)=[C:6]([CH:11]=1)[C:5]([NH:4][CH:1]1[CH2:3][CH2:2]1)=[O:15])#[N:13], predict the reactants needed to synthesize it. The reactants are: [CH:1]1([NH:4][C:5](=[O:15])[C:6]2[CH:11]=[C:10]([C:12]#[N:13])[CH:9]=[CH:8][C:7]=2[OH:14])[CH2:3][CH2:2]1.[N+](C1C=C(S(O[CH2:29][C@@H:30]2[CH2:32][O:31]2)(=O)=O)C=CC=1)([O-])=O.C([O-])([O-])=O.[K+].[K+]. (2) The reactants are: [Cl:1][C:2]1[N:7]=[C:6](Cl)[C:5]([C:9]#[N:10])=[C:4]([Cl:11])[N:3]=1.[CH:12]([S:15]([C:18]1[CH:24]=[CH:23][CH:22]=[CH:21][C:19]=1[NH2:20])(=[O:17])=[O:16])([CH3:14])[CH3:13].[H-].[Na+].CCCCCC. Given the product [Cl:1][C:2]1[N:3]=[C:4]([Cl:11])[C:5]([C:9]#[N:10])=[C:6]([NH:20][C:19]2[CH:21]=[CH:22][CH:23]=[CH:24][C:18]=2[S:15]([CH:12]([CH3:14])[CH3:13])(=[O:17])=[O:16])[N:7]=1, predict the reactants needed to synthesize it. (3) Given the product [NH2:2][C:1]1[NH:13][CH:12]=[C:11]([CH3:10])[C:3]=1[C:4]([NH2:6])=[O:5], predict the reactants needed to synthesize it. The reactants are: [C:1]([CH2:3][C:4]([NH2:6])=[O:5])#[N:2].[OH-].[Li+].C1(=O)[N:13](CC(=O)C)[C:12](=O)[C:11]2=CC=CC=[C:10]12.CCCCCCCCCCCCCCCCO.C[O-].[Na+].